Dataset: Full USPTO retrosynthesis dataset with 1.9M reactions from patents (1976-2016). Task: Predict the reactants needed to synthesize the given product. (1) The reactants are: [CH2:1]([S:9][CH2:10][CH2:11][CH2:12][C:13]([OH:15])=O)[CH2:2][C:3]1[CH:8]=[CH:7][CH:6]=[CH:5][CH:4]=1.C([O-])([O-])=O.[K+].[K+].[NH2:22][C:23]1[CH:28]=[CH:27][CH:26]=[CH:25][C:24]=1[NH:29]C(=O)OC(C)(C)C.CCN=C=NCCCN(C)C. Given the product [NH2:22][C:23]1[CH:28]=[CH:27][CH:26]=[CH:25][C:24]=1[NH:29][C:13](=[O:15])[CH2:12][CH2:11][CH2:10][S:9][CH2:1][CH2:2][C:3]1[CH:4]=[CH:5][CH:6]=[CH:7][CH:8]=1, predict the reactants needed to synthesize it. (2) Given the product [F:30][C:29]1[CH:28]=[CH:27][C:26]([C:2]2[N:6]([CH3:7])[CH:5]=[N:4][C:3]=2[C:8]2[CH:13]=[C:12]([C:14]#[N:15])[CH:11]=[CH:10][N:9]=2)=[CH:25][C:24]=1[O:23][CH2:16][C:17]1[CH:18]=[CH:19][CH:20]=[CH:21][CH:22]=1, predict the reactants needed to synthesize it. The reactants are: Br[C:2]1[N:6]([CH3:7])[CH:5]=[N:4][C:3]=1[C:8]1[CH:13]=[C:12]([C:14]#[N:15])[CH:11]=[CH:10][N:9]=1.[CH2:16]([O:23][C:24]1[CH:25]=[C:26](B(O)O)[CH:27]=[CH:28][C:29]=1[F:30])[C:17]1[CH:22]=[CH:21][CH:20]=[CH:19][CH:18]=1. (3) Given the product [CH3:1][O:2][C:3]1[CH:4]=[C:5]2[C:9](=[CH:10][C:11]=1[O:12][CH3:13])[N:8]([CH2:14][CH2:15][O:16][CH3:17])[CH:7]=[C:6]2[C:18]1[NH:26][C:21]2=[N:22][CH:23]=[CH:24][CH:25]=[C:20]2[CH:19]=1, predict the reactants needed to synthesize it. The reactants are: [CH3:1][O:2][C:3]1[CH:4]=[C:5]2[C:9](=[CH:10][C:11]=1[O:12][CH3:13])[N:8]([CH2:14][CH2:15][O:16][CH3:17])[CH:7]=[C:6]2[C:18]1[N:26](S(C2C=CC(C)=CC=2)(=O)=O)[C:21]2=[N:22][CH:23]=[CH:24][CH:25]=[C:20]2[CH:19]=1.[OH-].[K+]. (4) Given the product [O:14]1[CH:10]2[O:11][CH2:12][CH2:13][CH:9]2[CH:7]([OH:8])[CH2:15]1, predict the reactants needed to synthesize it. The reactants are: [BH4-].[Na+].C(OC(=O)[C:7]([CH:9]1[CH2:13][CH2:12][O:11][CH:10]1[O:14][CH2:15]C)=[O:8])C.[Cl-].[NH4+].C(N(CC)CC)C. (5) Given the product [C:16]1([NH:15][C:12]2[CH:13]=[CH:14][C:9]3[O:8][C:7]4[CH:2]=[CH:3][CH:4]=[CH:5][C:6]=4[C:10]=3[CH:11]=2)[CH:21]=[CH:20][CH:19]=[CH:18][CH:17]=1, predict the reactants needed to synthesize it. The reactants are: Br[C:2]1[C:7]2[O:8][C:9]3[CH:14]=[CH:13][CH:12]=[CH:11][C:10]=3[C:6]=2[CH:5]=[CH:4][CH:3]=1.[NH2:15][C:16]1[CH:21]=[CH:20][CH:19]=[CH:18][CH:17]=1.CC(C)([O-])C.[Na+]. (6) Given the product [NH:26]1[C:27]2[C:23](=[CH:22][C:21]([C:19]3[N:20]=[C:15]([C:14]4[CH:30]=[CH:31][C:11]([C:1]56[CH2:2][CH:3]7[CH2:4][CH:5]([CH2:6][CH:7]([CH2:9]7)[CH2:8]5)[CH2:10]6)=[C:12]([O:32][CH3:33])[CH:13]=4)[O:17][N:18]=3)=[CH:29][CH:28]=2)[CH:24]=[CH:25]1, predict the reactants needed to synthesize it. The reactants are: [C:1]12([C:11]3[CH:31]=[CH:30][C:14]([C:15]([O:17][NH:18][C:19]([C:21]4[CH:22]=[C:23]5[C:27](=[CH:28][CH:29]=4)[NH:26][CH:25]=[CH:24]5)=[NH:20])=O)=[CH:13][C:12]=3[O:32][CH3:33])[CH2:10][CH:5]3[CH2:6][CH:7]([CH2:9][CH:3]([CH2:4]3)[CH2:2]1)[CH2:8]2.CCCC[N+](CCCC)(CCCC)CCCC.[F-].C1COCC1.